This data is from CYP2D6 inhibition data for predicting drug metabolism from PubChem BioAssay. The task is: Regression/Classification. Given a drug SMILES string, predict its absorption, distribution, metabolism, or excretion properties. Task type varies by dataset: regression for continuous measurements (e.g., permeability, clearance, half-life) or binary classification for categorical outcomes (e.g., BBB penetration, CYP inhibition). Dataset: cyp2d6_veith. (1) The molecule is Cc1cccc(CNc2ncncc2-c2ccc3c(c2)OCO3)c1. The result is 1 (inhibitor). (2) The drug is CCCOc1ccc(C2C(=O)N(C3CCCCC3)CC(=O)N2C2CC2)cc1OC. The result is 0 (non-inhibitor).